Dataset: Reaction yield outcomes from USPTO patents with 853,638 reactions. Task: Predict the reaction yield, written as a fraction of the theoretical maximum amount of product (1.0 means a 100% yield; for example, 0.34 means a 34% yield). (1) The reactants are [NH2:1][C:2]1[C:3]2[CH:10]=[CH:9][N:8]([CH:11]3[C:15]([CH3:17])([OH:16])[CH:14]([OH:18])[CH:13]([CH2:19][OH:20])[O:12]3)[C:4]=2[N:5]=[CH:6][N:7]=1.Cl[CH2:22][CH:23]=O. The catalyst is CN(C=O)C. The product is [OH:20][CH2:19][CH:13]1[O:12][CH:11]([N:8]2[CH:9]=[CH:10][C:3]3[C:2]4[N:7]([CH:22]=[CH:23][N:1]=4)[CH:6]=[N:5][C:4]2=3)[C:15]([CH3:17])([OH:16])[CH:14]1[OH:18]. The yield is 0.940. (2) The reactants are C[O:2][C:3](=[O:40])[C:4]1[CH:9]=[CH:8][C:7]([N:10]([CH2:12][CH2:13][C:14]2[C:22]3[C:17](=[CH:18][CH:19]=[C:20]([Cl:23])[CH:21]=3)[N:16]([CH:24]([C:31]3[CH:36]=[CH:35][CH:34]=[CH:33][CH:32]=3)[C:25]3[CH:30]=[CH:29][CH:28]=[CH:27][CH:26]=3)[C:15]=2[CH2:37][CH2:38][NH2:39])[CH3:11])=[CH:6][CH:5]=1.[C:41]1([CH2:47][S:48](Cl)(=[O:50])=[O:49])[CH:46]=[CH:45][CH:44]=[CH:43][CH:42]=1. No catalyst specified. The product is [CH:24]([N:16]1[C:17]2[C:22](=[CH:21][C:20]([Cl:23])=[CH:19][CH:18]=2)[C:14]([CH2:13][CH2:12][N:10]([CH3:11])[C:7]2[CH:6]=[CH:5][C:4]([C:3]([OH:2])=[O:40])=[CH:9][CH:8]=2)=[C:15]1[CH2:37][CH2:38][NH:39][S:48]([CH2:47][C:41]1[CH:46]=[CH:45][CH:44]=[CH:43][CH:42]=1)(=[O:50])=[O:49])([C:31]1[CH:32]=[CH:33][CH:34]=[CH:35][CH:36]=1)[C:25]1[CH:26]=[CH:27][CH:28]=[CH:29][CH:30]=1. The yield is 0.830.